The task is: Predict the reactants needed to synthesize the given product.. This data is from Full USPTO retrosynthesis dataset with 1.9M reactions from patents (1976-2016). (1) The reactants are: [NH2:1][C@H:2]1[CH2:7][CH2:6][C@H:5]([C:8]([C:11]2[S:12][CH:13]=[CH:14][N:15]=2)([OH:10])[CH3:9])[CH2:4][CH2:3]1.C(N(CC)CC)C.[CH3:23][S:24](Cl)(=[O:26])=[O:25]. Given the product [OH:10][C:8]([C@H:5]1[CH2:6][CH2:7][C@H:2]([NH:1][S:24]([CH3:23])(=[O:26])=[O:25])[CH2:3][CH2:4]1)([C:11]1[S:12][CH:13]=[CH:14][N:15]=1)[CH3:9], predict the reactants needed to synthesize it. (2) Given the product [CH3:14][C:15]1[C:16]([C:2]2[CH:7]=[CH:6][C:5]([C:8]3[O:9][C:10]([CH3:13])=[N:11][N:12]=3)=[CH:4][CH:3]=2)=[CH:17][C:18]([NH:21][C:22]([C:24]2[CH:28]=[CH:27][S:26][CH:25]=2)=[O:23])=[CH:19][CH:20]=1, predict the reactants needed to synthesize it. The reactants are: I[C:2]1[CH:7]=[CH:6][C:5]([C:8]2[O:9][C:10]([CH3:13])=[N:11][N:12]=2)=[CH:4][CH:3]=1.[CH3:14][C:15]1[CH:20]=[CH:19][C:18]([NH:21][C:22]([C:24]2[CH:28]=[CH:27][S:26][CH:25]=2)=[O:23])=[CH:17][C:16]=1B1OC(C)(C)C(C)(C)O1. (3) Given the product [ClH:1].[ClH:46].[Cl:1][C:2]1[CH:45]=[CH:44][C:5]([CH2:6][CH:7]([NH:28][C:29](=[O:43])[CH2:30][C@@H:31]2[C:39]3[C:34](=[CH:35][CH:36]=[CH:37][CH:38]=3)[CH2:33][N:32]2[CH:40]([CH3:41])[CH3:42])[C:8](=[O:27])[N:9]2[CH2:14][CH2:13][N:12]([C:15]3[CH:20]=[CH:19][CH:18]=[CH:17][C:16]=3[CH2:21][N:22]3[CH:26]=[N:25][CH:24]=[N:23]3)[CH2:11][CH2:10]2)=[CH:4][CH:3]=1, predict the reactants needed to synthesize it. The reactants are: [Cl:1][C:2]1[CH:45]=[CH:44][C:5]([CH2:6][CH:7]([NH:28][C:29](=[O:43])[CH2:30][C@@H:31]2[C:39]3[C:34](=[CH:35][CH:36]=[CH:37][CH:38]=3)[CH2:33][N:32]2[CH:40]([CH3:42])[CH3:41])[C:8](=[O:27])[N:9]2[CH2:14][CH2:13][N:12]([C:15]3[CH:20]=[CH:19][CH:18]=[CH:17][C:16]=3[CH2:21][N:22]3[CH:26]=[N:25][CH:24]=[N:23]3)[CH2:11][CH2:10]2)=[CH:4][CH:3]=1.[ClH:46].